From a dataset of Retrosynthesis with 50K atom-mapped reactions and 10 reaction types from USPTO. Predict the reactants needed to synthesize the given product. (1) Given the product Cc1c(Cl)ncnc1N1CCc2nnccc21, predict the reactants needed to synthesize it. The reactants are: Cc1c(Cl)ncnc1Cl.c1cc2c(nn1)CCN2. (2) Given the product Nc1ccccc1NCCCC1CCN(Cc2ccccc2)CC1, predict the reactants needed to synthesize it. The reactants are: Nc1ccccc1N.O=CCCC1CCN(Cc2ccccc2)CC1. (3) Given the product N#Cc1cnc2ccc(NCc3c[nH]c4c(F)c(F)c(F)c(F)c34)cc2c1Nc1ccc(F)c(Cl)c1, predict the reactants needed to synthesize it. The reactants are: N#Cc1cnc2ccc(N)cc2c1Nc1ccc(F)c(Cl)c1.O=Cc1c[nH]c2c(F)c(F)c(F)c(F)c12. (4) The reactants are: COC(=O)C1CN(Cc2ccc(C(C)=CC(=O)c3cc(OC)c(OC)c(OC)c3)cc2)C1. Given the product COc1cc(C(=O)C=C(C)c2ccc(CN3CC(C(=O)O)C3)cc2)cc(OC)c1OC, predict the reactants needed to synthesize it. (5) Given the product CC(=O)OC(C)OC(C)=O, predict the reactants needed to synthesize it. The reactants are: C=COC(C)=O.CC(=O)O. (6) Given the product c1cnc2[nH]c(C(CC3CCCC3)c3ccc4c(c3)OCCO4)cc2c1, predict the reactants needed to synthesize it. The reactants are: C(=C(c1ccc2c(c1)OCCO2)c1cc2cccnc2[nH]1)C1CCCC1. (7) Given the product CC(C)(C)OC(=O)NC[C@H](Cc1cccc(F)c1)NC(=O)c1ccc(Cl)c(N)c1, predict the reactants needed to synthesize it. The reactants are: CC(C)(C)OC(=O)OC(=O)OC(C)(C)C.NC[C@H](Cc1cccc(F)c1)NC(=O)c1ccc(Cl)c(N)c1.